Dataset: Retrosynthesis with 50K atom-mapped reactions and 10 reaction types from USPTO. Task: Predict the reactants needed to synthesize the given product. (1) Given the product CC(O)c1ccc(C#N)c(F)c1, predict the reactants needed to synthesize it. The reactants are: C[Mg+].N#Cc1ccc(C=O)cc1F. (2) Given the product COC(=O)c1ccc(Cc2ccccc2CN2C(=O)N(c3ccc(C#N)c(C(F)(F)F)c3)C(=O)C2(C)C)cc1, predict the reactants needed to synthesize it. The reactants are: CC1(C)NC(=O)N(c2ccc(C#N)c(C(F)(F)F)c2)C1=O.COC(=O)c1ccc(Cc2ccccc2CBr)cc1. (3) Given the product CC1(C)OCc2cc([C@@H](O)CNCCCCCCOCCCCc3ccc4c(c3)S(=O)(=O)CCC4)ccc2O1, predict the reactants needed to synthesize it. The reactants are: CC1(C)OCc2cc([C@@H](O)CN)ccc2O1.O=S1(=O)CCCc2ccc(CCCCOCCCCCCBr)cc21. (4) Given the product CSc1ncc2cc(-c3ccccc3C)c(=O)n([C@H]3CCNC3)c2n1, predict the reactants needed to synthesize it. The reactants are: CSc1ncc2cc(-c3ccccc3C)c(=O)n([C@H]3CCN(C(=O)OC(C)(C)C)C3)c2n1. (5) Given the product COc1ccccc1-c1cn(S(=O)(=O)c2ccc(C)cc2)c2ncc(-c3cc(F)c(N)c(C(=O)N(C)C)c3)cc12, predict the reactants needed to synthesize it. The reactants are: CN(C)C(=O)c1cc(I)cc(F)c1N.COc1ccccc1-c1cn(S(=O)(=O)c2ccc(C)cc2)c2ncc(B3OC(C)(C)C(C)(C)O3)cc12. (6) Given the product CCOC(=O)CC(c1ccc(CC)cc1)n1cnc2ccccc21, predict the reactants needed to synthesize it. The reactants are: CCOC(=O)C=C(c1ccc(CC)cc1)n1cnc2ccccc21.